This data is from Reaction yield outcomes from USPTO patents with 853,638 reactions. The task is: Predict the reaction yield, written as a fraction of the theoretical maximum amount of product (1.0 means a 100% yield; for example, 0.34 means a 34% yield). (1) The reactants are [NH2:1][CH2:2][CH2:3][CH2:4][CH2:5][C:6]1[CH:18]=[CH:17][C:9]([O:10][CH2:11][C:12]([N:14]([CH3:16])[CH3:15])=[O:13])=[CH:8][CH:7]=1.I.[NH2:20][C:21]1[C:22]([C:29]([NH:31][C:32](=[NH:35])SC)=[O:30])=[N:23][C:24]([Cl:28])=[C:25]([NH2:27])[N:26]=1. The catalyst is C(O)C. The product is [NH2:20][C:21]1[C:22]([C:29]([N:31]=[C:32]([NH2:35])[NH:1][CH2:2][CH2:3][CH2:4][CH2:5][C:6]2[CH:18]=[CH:17][C:9]([O:10][CH2:11][C:12]([N:14]([CH3:15])[CH3:16])=[O:13])=[CH:8][CH:7]=2)=[O:30])=[N:23][C:24]([Cl:28])=[C:25]([NH2:27])[N:26]=1. The yield is 0.280. (2) The reactants are [CH2:1]([NH2:4])[CH:2]=[CH2:3].[CH3:5]C(O)=O.[CH2:9]([S:11]([N:14]1[CH2:19][CH2:18][CH:17]([C:20]2[C:28]3[C:23](=[C:24]([C:36]([NH2:38])=[O:37])[CH:25]=[C:26]([C:29]4[CH:33]=[C:32]([CH:34]=O)[S:31][CH:30]=4)[CH:27]=3)[NH:22][CH:21]=2)[CH2:16][CH2:15]1)(=[O:13])=[O:12])[CH3:10].[BH-](OC(C)=O)(OC(C)=O)OC(C)=O.[Na+].[BH3-]C#N.[Na+].C=O. The catalyst is CS(C)=O.CO. The product is [CH2:9]([S:11]([N:14]1[CH2:19][CH2:18][CH:17]([C:20]2[C:28]3[C:23](=[C:24]([C:36]([NH2:38])=[O:37])[CH:25]=[C:26]([C:29]4[CH:33]=[C:32]([CH2:34][N:4]([CH3:5])[CH2:1][CH:2]=[CH2:3])[S:31][CH:30]=4)[CH:27]=3)[NH:22][CH:21]=2)[CH2:16][CH2:15]1)(=[O:13])=[O:12])[CH3:10]. The yield is 0.230. (3) The reactants are Br[C:2]1[N:7]=[N:6][C:5]([NH2:8])=[N:4][C:3]=1[C:9]1[CH:14]=[CH:13][CH:12]=[CH:11][CH:10]=1.[F:15][C:16]1[CH:17]=[C:18]([OH:22])[CH:19]=[CH:20][CH:21]=1. No catalyst specified. The product is [F:15][C:16]1[CH:17]=[C:18]([CH:19]=[CH:20][CH:21]=1)[O:22][C:2]1[N:7]=[N:6][C:5]([NH2:8])=[N:4][C:3]=1[C:9]1[CH:14]=[CH:13][CH:12]=[CH:11][CH:10]=1. The yield is 0.230. (4) The reactants are [CH3:1][O:2][C:3]1[CH:4]=[C:5]([CH2:10][C@@H:11]2[C@@H:16]([CH2:17][C:18]3[CH:19]=[CH:20][C:21]([OH:26])=[C:22]([O:24][CH3:25])[CH:23]=3)C(=O)O[CH2:12]2)[CH:6]=[CH:7][C:8]=1O.[C:27](=[O:30])([O-])[O-:28].[K+].[K+].I[CH3:34].CN([CH:38]=[O:39])C. The product is [CH3:38][O:39][C:8]1[CH:7]=[CH:6][C:5]([CH2:10][CH:11]2[CH:16]([CH2:17][C:18]3[CH:19]=[CH:20][C:21]([O:26][CH3:34])=[C:22]([O:24][CH3:25])[CH:23]=3)[C:27](=[O:30])[O:28][CH2:12]2)=[CH:4][C:3]=1[O:2][CH3:1]. The yield is 0.900. No catalyst specified. (5) The reactants are [Cl:1][C:2]1[N:7]=[C:6]([C:8](Cl)=[O:9])[CH:5]=[C:4]([Cl:11])[N:3]=1.N.O1CCOCC1.CC[N:21](C(C)C)C(C)C. The catalyst is CCOCC. The product is [Cl:1][C:2]1[N:7]=[C:6]([C:8]([NH2:21])=[O:9])[CH:5]=[C:4]([Cl:11])[N:3]=1. The yield is 0.410. (6) The reactants are [Cl:1][C:2]1[N:3]=[CH:4][C:5]2[NH:10][CH:9]=[C:8]([I:11])[C:6]=2[N:7]=1.[OH-].[Na+].I[CH3:15].O. The product is [Cl:1][C:2]1[N:3]=[CH:4][C:5]2[N:10]([CH3:15])[CH:9]=[C:8]([I:11])[C:6]=2[N:7]=1. The catalyst is C(Cl)Cl.[Br-].C([N+](CCCC)(CCCC)CCCC)CCC. The yield is 0.700. (7) The reactants are [O:1]1[C@H:3]2[CH2:4][CH:5]3[C@:18]([CH3:20])([CH2:19][C@@H:2]12)[C@@H:17]1[C@H:8]([C@H:9]2[C@@:13]([CH2:15][CH2:16]1)([CH3:14])[C:12](=[O:21])[CH2:11][CH2:10]2)[CH2:7][CH2:6]3.O.[NH:23]1[CH2:28][CH2:27][NH:26][CH2:25][CH2:24]1. The catalyst is ClCCl. The product is [OH:1][C@@H:3]1[C@@H:2]([N:23]2[CH2:28][CH2:27][NH:26][CH2:25][CH2:24]2)[CH2:19][C@@:18]2([CH3:20])[CH:5]([CH2:6][CH2:7][C@@H:8]3[C@@H:17]2[CH2:16][CH2:15][C@@:13]2([CH3:14])[C@H:9]3[CH2:10][CH2:11][C:12]2=[O:21])[CH2:4]1. The yield is 0.650. (8) The reactants are C([O-])([O-])=O.[Na+].[Na+].[Cl:7][C:8]1[CH:13]=[CH:12][C:11]([CH:14]([C:24]2[C:28]3[CH:29]=[CH:30][C:31](B4OC(C)(C)C(C)(C)O4)=[CH:32][C:27]=3[S:26][N:25]=2)[CH2:15][NH:16][C:17](=[O:23])[O:18][C:19]([CH3:22])([CH3:21])[CH3:20])=[CH:10][CH:9]=1.[N+:42]([C:45]1[CH:64]=[CH:63][C:48]([C:49]([O:51][C@H:52]2[C:56]3[N:57]=[CH:58][N:59]=[C:60](Cl)[C:55]=3[C@H:54]([CH3:62])[CH2:53]2)=[O:50])=[CH:47][CH:46]=1)([O-:44])=[O:43]. The catalyst is C1C=CC([PH+]([C]2[CH][CH][CH][CH]2)C2C=CC=CC=2)=CC=1.C1C=CC([PH+]([C]2[CH][CH][CH][CH]2)C2C=CC=CC=2)=CC=1.C(Cl)Cl.Cl[Pd]Cl.[Fe].CN(C=O)C. The product is [N+:42]([C:45]1[CH:46]=[CH:47][C:48]([C:49]([O:51][C@H:52]2[C:56]3[N:57]=[CH:58][N:59]=[C:60]([C:31]4[CH:30]=[CH:29][C:28]5[C:24]([CH:14]([C:11]6[CH:12]=[CH:13][C:8]([Cl:7])=[CH:9][CH:10]=6)[CH2:15][NH:16][C:17]([O:18][C:19]([CH3:20])([CH3:21])[CH3:22])=[O:23])=[N:25][S:26][C:27]=5[CH:32]=4)[C:55]=3[C@H:54]([CH3:62])[CH2:53]2)=[O:50])=[CH:63][CH:64]=1)([O-:44])=[O:43]. The yield is 0.510.